Task: Predict which catalyst facilitates the given reaction.. Dataset: Catalyst prediction with 721,799 reactions and 888 catalyst types from USPTO (1) Reactant: C1(P(C2C=CC=CC=2)C2C=CC=CC=2)C=CC=CC=1.[N:20]([CH2:23][C:24]1[C:25]([C:35]#[N:36])=[N:26][C:27]([CH3:34])=[C:28]([O:31][CH2:32][CH3:33])[C:29]=1[CH3:30])=[N+]=[N-].O1CCCC1. Product: [CH2:32]([O:31][C:28]1[C:29]([CH3:30])=[C:24]2[CH2:23][N:20]=[C:35]([NH2:36])[C:25]2=[N:26][C:27]=1[CH3:34])[CH3:33]. The catalyst class is: 6. (2) Reactant: Br[C:2]1[C:3]([CH3:24])=[C:4]([CH:21]=[CH:22][CH:23]=1)[CH2:5][NH:6][C:7]1[CH:20]=[CH:19][C:10]2[C@H:11]([CH2:14][C:15]([O:17][CH3:18])=[O:16])[CH2:12][O:13][C:9]=2[CH:8]=1.[CH3:25][C:26]1[S:27][C:28]([CH3:34])=[CH:29][C:30]=1B(O)O.C(=O)([O-])[O-].[Na+].[Na+].C1(P(C2CCCCC2)C2C=CC=CC=2C2C(OC)=CC=CC=2OC)CCCCC1. Product: [CH3:25][C:26]1[S:27][C:28]([CH3:34])=[CH:29][C:30]=1[C:2]1[C:3]([CH3:24])=[C:4]([CH:21]=[CH:22][CH:23]=1)[CH2:5][NH:6][C:7]1[CH:20]=[CH:19][C:10]2[C@H:11]([CH2:14][C:15]([O:17][CH3:18])=[O:16])[CH2:12][O:13][C:9]=2[CH:8]=1. The catalyst class is: 101. (3) Reactant: [NH2:1][C:2]1[CH:22]=[CH:21][C:5]([O:6][C:7]2[CH:8]=[C:9]([CH:14]=[C:15]([O:17][CH:18]([CH3:20])[CH3:19])[CH:16]=2)[C:10]([O:12][CH3:13])=[O:11])=[CH:4][CH:3]=1.[CH:23]1([CH:26]=O)[CH2:25][CH2:24]1.C(O[BH-](OC(=O)C)OC(=O)C)(=O)C.[Na+].C(=O)([O-])O.[Na+]. Product: [CH:23]1([CH2:26][NH:1][C:2]2[CH:3]=[CH:4][C:5]([O:6][C:7]3[CH:8]=[C:9]([CH:14]=[C:15]([O:17][CH:18]([CH3:20])[CH3:19])[CH:16]=3)[C:10]([O:12][CH3:13])=[O:11])=[CH:21][CH:22]=2)[CH2:25][CH2:24]1. The catalyst class is: 68. (4) Reactant: [CH3:1][NH2:2].[C:3]([C:7]1[C:11]([CH:12]=O)=[CH:10][N:9]([CH2:14][C:15]([NH:17][C:18]2[S:22][C:21]3[CH2:23][CH2:24][CH2:25][CH2:26][C:20]=3[C:19]=2[C:27]([NH:29][CH3:30])=[O:28])=[O:16])[N:8]=1)([CH3:6])([CH3:5])[CH3:4].C(O)(=O)C.C(O[BH-](OC(=O)C)OC(=O)C)(=O)C.[Na+]. Product: [C:3]([C:7]1[C:11]([CH2:12][NH:2][CH3:1])=[CH:10][N:9]([CH2:14][C:15]([NH:17][C:18]2[S:22][C:21]3[CH2:23][CH2:24][CH2:25][CH2:26][C:20]=3[C:19]=2[C:27]([NH:29][CH3:30])=[O:28])=[O:16])[N:8]=1)([CH3:4])([CH3:5])[CH3:6]. The catalyst class is: 3. (5) Reactant: [CH3:1][C:2]1[N:7]([CH2:8][C:9]2[S:10][C:11]([C:14]([F:17])([F:16])[F:15])=[CH:12][CH:13]=2)[C:6](=[O:18])[N:5]=[C:4](SC)[N:3]=1.[NH:21]1[CH2:26][CH2:25][CH:24]([OH:27])[CH2:23][CH2:22]1. Product: [OH:27][CH:24]1[CH2:25][CH2:26][N:21]([C:4]2[N:3]=[C:2]([CH3:1])[N:7]([CH2:8][C:9]3[S:10][C:11]([C:14]([F:17])([F:16])[F:15])=[CH:12][CH:13]=3)[C:6](=[O:18])[N:5]=2)[CH2:22][CH2:23]1. The catalyst class is: 12. (6) Reactant: [CH2:1]([N:8](C)[C:9]1[CH:10]=[CH:11][C:12]2[CH2:18][CH2:17][N:16]([C:19]([O:21][C:22]([CH3:25])([CH3:24])[CH3:23])=[O:20])[CH2:15][CH2:14][C:13]=2[N:26]=1)C1C=CC=CC=1. Product: [CH3:1][NH:8][C:9]1[CH:10]=[CH:11][C:12]2[CH2:18][CH2:17][N:16]([C:19]([O:21][C:22]([CH3:24])([CH3:23])[CH3:25])=[O:20])[CH2:15][CH2:14][C:13]=2[N:26]=1. The catalyst class is: 105. (7) Reactant: Cl[C:2]([C:4]1[CH:9]=[CH:8][C:7]([C:10]2[CH:11]=[CH:12][C:13]3[O:19][CH2:18][CH2:17][N:16]([C:20]([O:22][C:23]([CH3:26])([CH3:25])[CH3:24])=[O:21])[CH2:15][C:14]=3[CH:27]=2)=[CH:6][CH:5]=1)=[O:3].CCN(C(C)C)C(C)C.[F:37][CH:38]([F:41])[CH2:39][NH2:40]. Product: [F:37][CH:38]([F:41])[CH2:39][NH:40][C:2]([C:4]1[CH:9]=[CH:8][C:7]([C:10]2[CH:11]=[CH:12][C:13]3[O:19][CH2:18][CH2:17][N:16]([C:20]([O:22][C:23]([CH3:26])([CH3:25])[CH3:24])=[O:21])[CH2:15][C:14]=3[CH:27]=2)=[CH:6][CH:5]=1)=[O:3]. The catalyst class is: 7.